This data is from Reaction yield outcomes from USPTO patents with 853,638 reactions. The task is: Predict the reaction yield, written as a fraction of the theoretical maximum amount of product (1.0 means a 100% yield; for example, 0.34 means a 34% yield). (1) The reactants are B1C2CCCC1CCC2.C1COCC1.[CH3:15][N:16]1[CH2:21][CH2:20][C:19](=[CH2:22])[CH2:18][CH2:17]1.C[C:24]1[CH:29]=[CH:28][C:27]([N+:30]([O-:32])=[O:31])=[C:26]([CH3:33])[N:25]=1.C(=O)([O-])[O-].[K+].[K+]. The catalyst is CN(C=O)C.Cl[Pd]Cl.C1(P(C2C=CC=CC=2)[C-]2C=CC=C2)C=CC=CC=1.[C-]1(P(C2C=CC=CC=2)C2C=CC=CC=2)C=CC=C1.[Fe+2]. The product is [CH3:33][C:26]1[C:27]([N+:30]([O-:32])=[O:31])=[CH:28][CH:29]=[C:24]([CH2:22][CH:19]2[CH2:20][CH2:21][N:16]([CH3:15])[CH2:17][CH2:18]2)[N:25]=1. The yield is 0.100. (2) The reactants are [O:1]=[C:2]1[CH2:11][CH2:10][C:9]2[C:4](=[CH:5][CH:6]=[C:7](B(O)O)[CH:8]=2)[NH:3]1.Br[C:16]1[CH:17]=[CH:18][C:19]([C:22]([F:25])([F:24])[F:23])=[N:20][CH:21]=1.O. The catalyst is O1CCOCC1.C(=O)([O-])[O-].[K+].[K+].C1C=CC([P]([Pd]([P](C2C=CC=CC=2)(C2C=CC=CC=2)C2C=CC=CC=2)([P](C2C=CC=CC=2)(C2C=CC=CC=2)C2C=CC=CC=2)[P](C2C=CC=CC=2)(C2C=CC=CC=2)C2C=CC=CC=2)(C2C=CC=CC=2)C2C=CC=CC=2)=CC=1. The product is [F:23][C:22]([F:25])([F:24])[C:19]1[N:20]=[CH:21][C:16]([C:7]2[CH:8]=[C:9]3[C:4](=[CH:5][CH:6]=2)[NH:3][C:2](=[O:1])[CH2:11][CH2:10]3)=[CH:17][CH:18]=1. The yield is 0.840. (3) The reactants are [Br:1][C:2]1[CH:10]=[CH:9][C:5]([C:6]([OH:8])=[O:7])=[C:4]([NH:11][CH:12]([CH3:14])[CH3:13])[CH:3]=1.C(N(CC)CC)C.[Cl-].[C:23]([O:29][CH2:30][CH3:31])(=[O:28])[CH2:24][C:25]([O-])=[O:26].Cl. The catalyst is C(Cl)Cl. The product is [Br:1][C:2]1[CH:10]=[CH:9][C:5]([C:6]([OH:8])=[O:7])=[C:4]([N:11]([C:25](=[O:26])[CH2:24][C:23]([O:29][CH2:30][CH3:31])=[O:28])[CH:12]([CH3:14])[CH3:13])[CH:3]=1. The yield is 0.720. (4) The reactants are [CH3:1][O:2][C:3](=[O:15])[C:4]1[CH:9]=[CH:8][C:7]([O:10][CH2:11][CH2:12]O)=[C:6]([Cl:14])[CH:5]=1.C(Br)(Br)(Br)[Br:17].C1(P(C2C=CC=CC=2)C2C=CC=CC=2)C=CC=CC=1. The catalyst is C(Cl)Cl. The product is [CH3:1][O:2][C:3](=[O:15])[C:4]1[CH:9]=[CH:8][C:7]([O:10][CH2:11][CH2:12][Br:17])=[C:6]([Cl:14])[CH:5]=1. The yield is 0.990. (5) The reactants are [Cl:1][C:2]1[CH:3]=[C:4]([NH:12][C@@H:13]([CH3:17])[C:14]([OH:16])=O)[CH:5]=[CH:6][C:7]=1[C:8]([F:11])([F:10])[F:9].CN1CCOCC1.CN(C(ON1N=NC2C=CC=NC1=2)=[N+](C)C)C.F[P-](F)(F)(F)(F)F.[CH3:49][O:50][C:51](=[O:63])[CH2:52][C@H:53]([OH:62])[CH2:54][NH:55][CH2:56][CH:57]([O:60][CH3:61])[O:58][CH3:59].OS([O-])(=O)=O.[K+].CCOC(C)=O. The catalyst is CN(C=O)C. The product is [CH3:49][O:50][C:51](=[O:63])[CH2:52][C@H:53]([OH:62])[CH2:54][N:55]([C:14](=[O:16])[C@@H:13]([NH:12][C:4]1[CH:5]=[CH:6][C:7]([C:8]([F:9])([F:10])[F:11])=[C:2]([Cl:1])[CH:3]=1)[CH3:17])[CH2:56][CH:57]([O:58][CH3:59])[O:60][CH3:61]. The yield is 0.620. (6) The product is [CH:24]([C:26]1[S:30][C:29]([N:8]([C:17]([O:19][C:20]([CH3:23])([CH3:22])[CH3:21])=[O:18])[NH:9][C:10]([O:12][C:13]([CH3:14])([CH3:15])[CH3:16])=[O:11])=[CH:28][CH:27]=1)=[O:25]. The reactants are C(C1SC=C([N:8]([C:17]([O:19][C:20]([CH3:23])([CH3:22])[CH3:21])=[O:18])[NH:9][C:10]([O:12][C:13]([CH3:16])([CH3:15])[CH3:14])=[O:11])C=1)=O.[CH:24]([C:26]1[S:30][C:29](B(O)O)=[CH:28][CH:27]=1)=[O:25]. No catalyst specified. The yield is 0.470. (7) The reactants are [Cl:1][C:2]1[C:19]([F:20])=[CH:18][CH:17]=[C:16]([F:21])[C:3]=1[CH2:4][N:5]1[CH2:10][CH2:9][NH:8][C:7]2[N:11]=[CH:12][C:13](I)=[CH:14][C:6]1=2.[F:22][C:23]1[C:24]([N:38]2[CH2:43][CH2:42][O:41][CH2:40][CH2:39]2)=[N:25][CH:26]=[CH:27][C:28]=1B1OC(C)(C)C(C)(C)O1. No catalyst specified. The product is [Cl:1][C:2]1[C:19]([F:20])=[CH:18][CH:17]=[C:16]([F:21])[C:3]=1[CH2:4][N:5]1[CH2:10][CH2:9][NH:8][C:7]2[N:11]=[CH:12][C:13]([C:28]3[CH:27]=[CH:26][N:25]=[C:24]([N:38]4[CH2:43][CH2:42][O:41][CH2:40][CH2:39]4)[C:23]=3[F:22])=[CH:14][C:6]1=2. The yield is 0.350.